Dataset: Forward reaction prediction with 1.9M reactions from USPTO patents (1976-2016). Task: Predict the product of the given reaction. Given the reactants C([Zn][CH2:4][CH3:5])C.[CH:6]([O:9][C:10]([C:12]1[CH:17]=[CH:16][C:15](Br)=[C:14]([CH3:19])[N:13]=1)=[O:11])([CH3:8])[CH3:7].Cl, predict the reaction product. The product is: [CH:6]([O:9][C:10]([C:12]1[CH:17]=[CH:16][C:15]([CH2:14][CH3:19])=[C:4]([CH3:5])[N:13]=1)=[O:11])([CH3:8])[CH3:7].